From a dataset of Full USPTO retrosynthesis dataset with 1.9M reactions from patents (1976-2016). Predict the reactants needed to synthesize the given product. Given the product [F:19][C:20]1[CH:25]=[CH:24][C:23]([C:2]2[C:3]3[C:8](=[N:7][C:6]([C:12]4[CH:17]=[CH:16][CH:15]=[CH:14][C:13]=4[F:18])=[CH:5][CH:4]=3)[N:9]=[CH:10][CH:11]=2)=[CH:22][C:21]=1[C:35]1[C:36]([C:41]#[N:42])=[CH:37][CH:38]=[CH:39][CH:40]=1, predict the reactants needed to synthesize it. The reactants are: Cl[C:2]1[CH:11]=[CH:10][N:9]=[C:8]2[C:3]=1[CH:4]=[CH:5][C:6]([C:12]1[CH:17]=[CH:16][CH:15]=[CH:14][C:13]=1[F:18])=[N:7]2.[F:19][C:20]1[CH:25]=[CH:24][C:23](B2OC(C)(C)C(C)(C)O2)=[CH:22][C:21]=1[C:35]1[C:36]([C:41]#[N:42])=[CH:37][CH:38]=[CH:39][CH:40]=1.